Dataset: Catalyst prediction with 721,799 reactions and 888 catalyst types from USPTO. Task: Predict which catalyst facilitates the given reaction. Reactant: [Cl:1][C:2]1[N:7]=[C:6](I)[CH:5]=[C:4]([C:9]2[CH:14]=[CH:13][CH:12]=[CH:11][CH:10]=2)[N:3]=1.[Br:15][C:16]1[CH:17]=[C:18](B(O)O)[CH:19]=[CH:20][CH:21]=1.C([O-])([O-])=O.[K+].[K+]. Product: [Br:15][C:16]1[CH:17]=[C:18]([C:6]2[CH:5]=[C:4]([C:9]3[CH:14]=[CH:13][CH:12]=[CH:11][CH:10]=3)[N:3]=[C:2]([Cl:1])[N:7]=2)[CH:19]=[CH:20][CH:21]=1. The catalyst class is: 77.